Dataset: Forward reaction prediction with 1.9M reactions from USPTO patents (1976-2016). Task: Predict the product of the given reaction. (1) Given the reactants [F:1][C:2]1[CH:7]=[CH:6][CH:5]=[C:4]([F:8])[C:3]=1[N:9]1[C:14]2[N:15]=[C:16](S(C)=O)[N:17]=[C:18]([C:19]3[CH:20]=[C:21]([CH:28]=[CH:29][C:30]=3[CH3:31])[C:22]([NH:24][CH:25]([CH3:27])[CH3:26])=[O:23])[C:13]=2[CH2:12][NH:11][C:10]1=[O:35].[CH3:36][N:37]1[CH2:42][CH2:41][NH:40][CH2:39][CH2:38]1, predict the reaction product. The product is: [F:1][C:2]1[CH:7]=[CH:6][CH:5]=[C:4]([F:8])[C:3]=1[N:9]1[C:14]2[N:15]=[C:16]([N:40]3[CH2:41][CH2:42][N:37]([CH3:36])[CH2:38][CH2:39]3)[N:17]=[C:18]([C:19]3[CH:20]=[C:21]([CH:28]=[CH:29][C:30]=3[CH3:31])[C:22]([NH:24][CH:25]([CH3:27])[CH3:26])=[O:23])[C:13]=2[CH2:12][NH:11][C:10]1=[O:35]. (2) Given the reactants [F:1][C:2]1[CH:3]=[C:4]([C@H:8]2[C@H:13]([CH2:14][OH:15])[CH2:12][CH2:11][N:10]([C:16](=[O:21])[C:17]([F:20])([F:19])[F:18])[CH2:9]2)[CH:5]=[CH:6][CH:7]=1.CC(OI1(OC(C)=O)(OC(C)=O)OC(=O)C2C=CC=CC1=2)=O.S([O-])([O-])(=O)=S.[Na+].[Na+], predict the reaction product. The product is: [F:1][C:2]1[CH:3]=[C:4]([C@H:8]2[C@H:13]([CH:14]=[O:15])[CH2:12][CH2:11][N:10]([C:16](=[O:21])[C:17]([F:18])([F:19])[F:20])[CH2:9]2)[CH:5]=[CH:6][CH:7]=1. (3) Given the reactants [Br:1][C:2]1[CH:7]=[CH:6][CH:5]=[C:4]([O:8][C:9]([F:12])([F:11])[F:10])[C:3]=1[CH2:13]O.P(Br)(Br)[Br:16].C(=O)(O)[O-].[Na+], predict the reaction product. The product is: [Br:1][C:2]1[CH:7]=[CH:6][CH:5]=[C:4]([O:8][C:9]([F:12])([F:11])[F:10])[C:3]=1[CH2:13][Br:16]. (4) Given the reactants [CH2:1]([O:3][C:4]([C:6]1[C:10]([CH3:11])=[CH:9][NH:8][C:7]=1[CH2:12][C:13](=O)[NH:14][CH2:15][C@H:16]([OH:24])[CH2:17][N:18]1[CH2:23][CH2:22][O:21][CH2:20][CH2:19]1)=[O:5])[CH3:2], predict the reaction product. The product is: [CH2:1]([O:3][C:4]([C:6]1[C:10]([CH3:11])=[CH:9][NH:8][C:7]=1[CH2:12][CH2:13][NH:14][CH2:15][C@H:16]([OH:24])[CH2:17][N:18]1[CH2:23][CH2:22][O:21][CH2:20][CH2:19]1)=[O:5])[CH3:2]. (5) Given the reactants [CH3:1][C:2]([CH3:15])([CH2:7][O:8][CH:9]1[CH2:14][CH2:13][CH2:12][CH2:11][O:10]1)[C:3](OC)=[O:4].O.[OH-].[Na+], predict the reaction product. The product is: [CH3:1][C:2]([CH3:15])([CH2:7][O:8][CH:9]1[CH2:14][CH2:13][CH2:12][CH2:11][O:10]1)[CH2:3][OH:4]. (6) Given the reactants [F:1][C:2]1[CH:10]=[C:9]2[C:5]([C:6]([I:11])=[CH:7][NH:8]2)=[CH:4][C:3]=1[C:12]([OH:14])=[O:13].[H-].[Na+].[S:17](Cl)([C:20]1[CH:26]=[CH:25][C:23]([CH3:24])=[CH:22][CH:21]=1)(=[O:19])=[O:18], predict the reaction product. The product is: [F:1][C:2]1[CH:10]=[C:9]2[C:5]([C:6]([I:11])=[CH:7][N:8]2[S:17]([C:20]2[CH:26]=[CH:25][C:23]([CH3:24])=[CH:22][CH:21]=2)(=[O:19])=[O:18])=[CH:4][C:3]=1[C:12]([OH:14])=[O:13]. (7) Given the reactants [CH2:1]([O:4][N:5]([C@@H:18]1[C:23]([C:24]([NH:26][CH3:27])=[O:25])=[CH:22][C@@H:21]([CH2:28][O:29][CH3:30])[NH:20][CH2:19]1)S(C1C=CC=CC=1[N+]([O-])=O)(=O)=O)[CH:2]=[CH2:3].C(=O)([O-])[O-].[K+].[K+].C1(S)C=CC=CC=1, predict the reaction product. The product is: [CH2:1]([O:4][NH:5][C@@H:18]1[C:23]([C:24]([NH:26][CH3:27])=[O:25])=[CH:22][C@@H:21]([CH2:28][O:29][CH3:30])[NH:20][CH2:19]1)[CH:2]=[CH2:3]. (8) Given the reactants Cl[C:2]1[N:7]=[C:6]([CH2:8][CH:9]2[CH2:11][C:10]2([F:13])[F:12])[N:5]=[C:4]([N:14]2[CH2:19][C@@H:18]3[CH2:20][C@H:15]2[CH2:16][O:17]3)[CH:3]=1.[F:21][CH:22]([F:40])[O:23][C:24]1[C:25]([NH2:39])=[N:26][CH:27]=[C:28](B2OC(C)(C)C(C)(C)O2)[CH:29]=1.C(=O)([O-])[O-].[Cs+].[Cs+], predict the reaction product. The product is: [C@H:18]12[CH2:20][C@H:15]([N:14]([C:4]3[N:5]=[C:6]([CH2:8][CH:9]4[CH2:11][C:10]4([F:13])[F:12])[N:7]=[C:2]([C:28]4[CH:29]=[C:24]([O:23][CH:22]([F:40])[F:21])[C:25]([NH2:39])=[N:26][CH:27]=4)[CH:3]=3)[CH2:19]1)[CH2:16][O:17]2. (9) Given the reactants [CH3:1][O:2][C:3]1[CH:4]=[C:5]2[C:10](=[CH:11][CH:12]=1)[N:9]=[CH:8][C:7]([C:13]([O:15]CC)=[O:14])=[CH:6]2.[OH-].[Na+], predict the reaction product. The product is: [CH3:1][O:2][C:3]1[CH:4]=[C:5]2[C:10](=[CH:11][CH:12]=1)[N:9]=[CH:8][C:7]([C:13]([OH:15])=[O:14])=[CH:6]2. (10) Given the reactants Br[C:2]1[CH:11]=[CH:10][C:5]2[O:6][CH2:7][CH2:8][O:9][C:4]=2[CH:3]=1.C([Li])CCC.[CH3:17][O:18][C:19]1[CH:20]=[C:21]([CH:24]=[CH:25][CH:26]=1)[CH:22]=[O:23].C(O)(C)C, predict the reaction product. The product is: [O:6]1[C:5]2[CH:10]=[CH:11][C:2]([CH:22]([C:21]3[CH:24]=[CH:25][CH:26]=[C:19]([O:18][CH3:17])[CH:20]=3)[OH:23])=[CH:3][C:4]=2[O:9][CH2:8][CH2:7]1.